Task: Binary Classification. Given a miRNA mature sequence and a target amino acid sequence, predict their likelihood of interaction.. Dataset: Experimentally validated miRNA-target interactions with 360,000+ pairs, plus equal number of negative samples (1) The miRNA is rno-miR-30b-5p with sequence UGUAAACAUCCUACACUCAGCU. The protein sequence of the target gene is MLLFLSVPQPRPPGARTRAGAARLVRWRRRQRLRLLQLRRLRGLLRGLRRRPGTGGRRPSRMALCGQAAGAASLPSELIVHIFSFLPAPDRLRASASCSHWRECLFYPALWPQLRICLRVSPAEQPRLEFLMRKCGWFVRELRVEFAAENYLSGGGGPGDGGSGGGTDTGTGGEDGEALQLSSRWLEVLRIYLELVLCVLLSIRNNRNLQKFSLFGDISVVHQQGSLSSTYLSRVDPDGKKIKQIQQLFEEILSNSRQLKWLSCGFMLEIVTPTSLSSLSNPIANTMEHLSLLDNNIPGN.... Result: 0 (no interaction). (2) The miRNA is hsa-miR-4481 with sequence GGAGUGGGCUGGUGGUU. The protein sequence of the target gene is MAQISNNSEFKQCSSSHPEPIRTKDVNKAEALQMEAEALAKLQKDRQMTDSPRGFELSSSTRQRTQGFNKQDYDLMVFPELDSQKRAVDIDVEKLTQAELEKILLDDNFETRKPPALPVTPVLSPSFSTQLYLRPSGQRGQWPPGLCGPSTYTLPSTYPSAYSKQATFQNGFSPRMPTFPSTESVYLRLPGQSPYFSYPLTPATPFHPQGSLPVYRPLVSPDMAKLFEKIASTSEFLKNGKARTDLEIANSKASVCNLQISPKSEDINKFDWLDLDPLSKPKVDYVEVLEHEEEKKDPVL.... Result: 0 (no interaction). (3) The miRNA is hsa-miR-6865-5p with sequence UAGGUGGCAGAGGAGGGACUUCA. The protein sequence of the target gene is MAEEEVAKLEKHLMLLRQEYVKLQKKLAETEKRCALLAAQANKESSSESFISRLLAIVADLYEQEQYSDLKIKVGDRHISAHKFVLAARSDSWSLANLSSTKELDLSDANPEVTMTMLRWIYTDELEFREDDVFLTELMKLANRFQLQLLRERCEKGVMSLVNVRNCIRFYQTAEELNASTLMNYCAEIIASHWDDLRKEDFSSMSAQLLYKMIKSKTEYPLHKAIKVEREDVVFLYLIEMDSQLPGKLNEADHNGDLALDLALSRRLESIATTLVSHKADVDMVDKSGWSLLHKGIQRG.... Result: 1 (interaction). (4) The miRNA is hsa-miR-1468-3p with sequence AGCAAAAUAAGCAAAUGGAAAA. The protein sequence of the target gene is MAPSLWKGLVGIGLFALAHAAFSAAQHRSYMRLTEKEDESLPIDIVLQTLLAFAVTCYGIVHIAGEFKDMDATSELKNKTFDTLRNHPSFYVFNHRGRVLFRPSDTANSSNQDALSSNTSLKLRKLESLRR. Result: 1 (interaction). (5) The miRNA is hsa-miR-4529-3p with sequence AUUGGACUGCUGAUGGCCCGU. The protein sequence of the target gene is MSATYTNTITQRRKTAKVRQQQQHQWTGSDLSGESNERLHFRSRSTNSMQQHTAISNSPSPLCCNGARALTMLNCCVDVNCHLNAPLRGSVNRHTTPTPTPTATPTPVATPKQASPSPTSDRSRSLSRSPSPSRSRSLSCQKQIDKNSAGAASAEERKTANASSQPFTVNLRIDLFSWTLFLLAFGTRFYKLATPPHIVFDELHYGKYISMYMRNIFFFDQHPPLGKQLIAGLVSLAGYDGNYTFTRIGEPYSPEMPIFWFRFLPAMCGSLLAPAVYNLLLEAKLSRWSSALGGLLVVLD.... Result: 0 (no interaction). (6) The miRNA is hsa-miR-1249-5p with sequence AGGAGGGAGGAGAUGGGCCAAGUU. The protein sequence of the target gene is MWAGLLLRAACVALLLPGAPARGYTGRKPPGHFAAERRRLGPHVCLSGFGSGCCPGWAPSMGGGHCTLPLCSFGCGSGICIAPNVCSCQDGEQGATCPETHGPCGEYGCDLTCNHGGCQEVARVCPVGFSMTETAVGIRCTDIDECVTSSCEGHCVNTEGGFVCECGPGMQLSADRHSCQDTDECLGTPCQQRCKNSIGSYKCSCRTGFHLHGNRHSCVDVNECRRPLERRVCHHSCHNTVGSFLCTCRPGFRLRADRVSCEAFPKAVLAPSAILQPRQHPSKMLLLLPEAGRPALSPGH.... Result: 0 (no interaction).